The task is: Predict which catalyst facilitates the given reaction.. This data is from Catalyst prediction with 721,799 reactions and 888 catalyst types from USPTO. (1) Reactant: C([NH:5][C:6]([C:8]1[S:12][C:11]([C:13]2[CH:14]=[C:15]([CH:19]=[CH:20][C:21]=2[CH3:22])[C:16]([OH:18])=[O:17])=[CH:10][C:9]=1[CH:23]=O)=[O:7])(C)(C)C.[NH2:25]N. Product: [CH3:22][C:21]1[CH:20]=[CH:19][C:15]([C:16]([OH:18])=[O:17])=[CH:14][C:13]=1[C:11]1[S:12][C:8]2[C:6](=[O:7])[NH:5][N:25]=[CH:23][C:9]=2[CH:10]=1. The catalyst class is: 15. (2) Reactant: [C:1]([O:5][C:6](=[O:9])[CH2:7][NH2:8])([CH3:4])([CH3:3])[CH3:2].C(N(CC)CC)C.Cl[CH2:18][CH2:19][S:20](Cl)(=[O:22])=[O:21]. Product: [CH:19]([S:20]([NH:8][CH2:7][C:6]([O:5][C:1]([CH3:4])([CH3:3])[CH3:2])=[O:9])(=[O:22])=[O:21])=[CH2:18]. The catalyst class is: 4. (3) Reactant: [OH:1][CH2:2][CH2:3][NH:4][CH:5]([CH2:8][C:9]1[CH:14]=[CH:13][CH:12]=[CH:11][CH:10]=1)[C:6]#[N:7].[C:15](N1C=CN=C1)(N1C=CN=C1)=[O:16]. Product: [NH2:7][CH2:6][CH:5]([N:4]1[CH2:3][CH2:2][O:1][C:15]1=[O:16])[CH2:8][C:9]1[CH:10]=[CH:11][CH:12]=[CH:13][CH:14]=1. The catalyst class is: 840. (4) Reactant: [NH2:1][C:2]1[CH:3]=[C:4]([CH2:9][OH:10])[CH:5]=[C:6]([CH3:8])[CH:7]=1.N1C=CN=C1.[CH3:16][C:17]([Si:20](Cl)([CH3:22])[CH3:21])([CH3:19])[CH3:18]. Product: [Si:20]([O:10][CH2:9][C:4]1[CH:3]=[C:2]([CH:7]=[C:6]([CH3:8])[CH:5]=1)[NH2:1])([C:17]([CH3:19])([CH3:18])[CH3:16])([CH3:22])[CH3:21]. The catalyst class is: 34. (5) Product: [I:1][C:2]1[CH:10]=[CH:9][C:5]([CH2:6][CH2:7][NH:8][C:11](=[O:13])[CH3:12])=[CH:4][CH:3]=1. The catalyst class is: 251. Reactant: [I:1][C:2]1[CH:10]=[CH:9][C:5]([CH2:6][CH2:7][NH2:8])=[CH:4][CH:3]=1.[C:11](OC(=O)C)(=[O:13])[CH3:12]. (6) Reactant: [CH3:1][C:2]1[C:10]2[C:5](=[CH:6][N:7]=[CH:8][CH:9]=2)[N:4]([NH2:11])[CH:3]=1.[CH3:12][C:13]1[C:18]([C:19](O)=[O:20])=[CH:17][N:16]=[C:15]([C:22]2[CH:27]=[CH:26][CH:25]=[CH:24][N:23]=2)[N:14]=1.CN(C(ON1N=NC2C=CC=NC1=2)=[N+](C)C)C.F[P-](F)(F)(F)(F)F.CCN(C(C)C)C(C)C.C([O-])(O)=O.[Na+]. Product: [CH3:1][C:2]1[C:10]2[C:5](=[CH:6][N:7]=[CH:8][CH:9]=2)[N:4]([NH:11][C:19]([C:18]2[C:13]([CH3:12])=[N:14][C:15]([C:22]3[CH:27]=[CH:26][CH:25]=[CH:24][N:23]=3)=[N:16][CH:17]=2)=[O:20])[CH:3]=1. The catalyst class is: 18. (7) Reactant: [NH2:1][C:2]1[CH:3]=[C:4]([CH3:9])[CH:5]=[CH:6][C:7]=1[NH2:8].[C:10](=S)=[S:11].[OH-].[Na+]. Product: [SH:11][C:10]1[NH:1][C:2]2[CH:3]=[C:4]([CH3:9])[CH:5]=[CH:6][C:7]=2[N:8]=1. The catalyst class is: 8.